From a dataset of Full USPTO retrosynthesis dataset with 1.9M reactions from patents (1976-2016). Predict the reactants needed to synthesize the given product. (1) Given the product [Cl:1][C:2]1[CH:16]=[C:15]([O:17][CH:18]2[CH2:23][CH2:22][CH2:21][CH2:20][O:19]2)[CH:14]=[CH:13][C:3]=1[CH2:4][N:5]([C:6]1[CH:7]=[CH:8][C:9]([I:12])=[CH:10][CH:11]=1)[S:39]([C:32]1[C:33]([CH3:38])=[CH:34][C:35]([CH3:37])=[CH:36][C:31]=1[CH3:43])(=[O:41])=[O:40], predict the reactants needed to synthesize it. The reactants are: [Cl:1][C:2]1[CH:16]=[C:15]([O:17][CH:18]2[CH2:23][CH2:22][CH2:21][CH2:20][O:19]2)[CH:14]=[CH:13][C:3]=1[CH2:4][NH:5][C:6]1[CH:11]=[CH:10][C:9]([I:12])=[CH:8][CH:7]=1.C(N(CC)CC)C.[C:31]1([CH3:43])[CH:36]=[C:35]([CH3:37])[CH:34]=[C:33]([CH3:38])[C:32]=1[S:39](Cl)(=[O:41])=[O:40].C(=O)(O)[O-].[Na+]. (2) Given the product [CH2:1]([O:3][C:4]([C@@:6]1([NH:11][C:12]([C@@H:14]2[CH2:18][C@@H:17]([O:19][C:20]3[C:29]4[C:24](=[CH:25][C:26]([O:30][CH3:31])=[CH:27][CH:28]=4)[N:23]=[C:22]([C:32]4[CH:33]=[CH:34][CH:35]=[CH:36][CH:37]=4)[CH:21]=3)[CH2:16][N:15]2[C:38](=[O:41])[NH:61][CH2:60][CH2:59][O:58][C:57]2[CH:62]=[CH:63][CH:64]=[CH:65][C:56]=2[O:55][CH3:54])=[O:13])[CH2:8][C@H:7]1[CH:9]=[CH2:10])=[O:5])[CH3:2], predict the reactants needed to synthesize it. The reactants are: [CH2:1]([O:3][C:4]([C:6]1([NH:11][C:12]([CH:14]2[CH2:18][CH:17]([O:19][C:20]3[C:29]4[C:24](=[CH:25][C:26]([O:30][CH3:31])=[CH:27][CH:28]=4)[N:23]=[C:22]([C:32]4[CH:37]=[CH:36][CH:35]=[CH:34][CH:33]=4)[CH:21]=3)[CH2:16][NH:15]2)=[O:13])[CH2:8][CH:7]1[CH:9]=[CH2:10])=[O:5])[CH3:2].[C:38]([O-:41])(O)=O.[Na+].C(Cl)(Cl)=O.C1(C)C=CC=CC=1.[CH3:54][O:55][C:56]1[CH:65]=[CH:64][CH:63]=[CH:62][C:57]=1[O:58][CH2:59][CH2:60][NH2:61]. (3) Given the product [CH:1]1([C:4]2[NH:8][C:7]3[CH:9]=[C:10]([C:16]4[C:17]([CH3:22])=[N:18][O:19][C:20]=4[CH3:21])[CH:11]=[C:12]([C:13]([C:25]4[CH:24]=[N:23][CH:28]=[CH:27][CH:26]=4)([OH:15])[CH3:14])[C:6]=3[N:5]=2)[CH2:3][CH2:2]1, predict the reactants needed to synthesize it. The reactants are: [CH:1]1([C:4]2[NH:8][C:7]3[CH:9]=[C:10]([C:16]4[C:17]([CH3:22])=[N:18][O:19][C:20]=4[CH3:21])[CH:11]=[C:12]([C:13](=[O:15])[CH3:14])[C:6]=3[N:5]=2)[CH2:3][CH2:2]1.[N:23]1[CH:28]=[CH:27][CH:26]=[CH:25][C:24]=1[Mg]Br. (4) Given the product [CH3:1][C:2]1[N:3]([CH2:23][C:24]([O:26][CH2:27][CH3:28])=[O:25])[C:4]2[CH2:5][C:6]([CH3:21])([CH3:20])[CH2:7][C:8](=[O:19])[C:9]=2[C:10]=1[S:11][C:12]1[CH:13]=[CH:14][C:15]([CH3:18])=[CH:16][CH:17]=1, predict the reactants needed to synthesize it. The reactants are: [CH3:1][C:2]1[NH:3][C:4]2[CH2:5][C:6]([CH3:21])([CH3:20])[CH2:7][C:8](=[O:19])[C:9]=2[C:10]=1[S:11][C:12]1[CH:17]=[CH:16][C:15]([CH3:18])=[CH:14][CH:13]=1.Br[CH2:23][C:24]([O:26][CH2:27][CH3:28])=[O:25].[H-].[Na+].